This data is from Reaction yield outcomes from USPTO patents with 853,638 reactions. The task is: Predict the reaction yield, written as a fraction of the theoretical maximum amount of product (1.0 means a 100% yield; for example, 0.34 means a 34% yield). (1) The reactants are [F:1][CH:2]([F:37])[C:3]1[N:7]([C:8]2[N:13]=[C:12]([N:14]3[CH2:19][CH2:18][O:17][CH2:16][CH2:15]3)[N:11]=[C:10]([N:20]3[CH2:25][CH2:24][CH:23]([NH:26][S:27]([CH3:30])(=[O:29])=[O:28])[CH2:22][CH2:21]3)[N:9]=2)[C:6]2[CH:31]=[CH:32][CH:33]=[C:34]([O:35][CH3:36])[C:5]=2[N:4]=1.C([O-])([O-])=O.[K+].[K+].Br[CH2:45][CH2:46][CH2:47][OH:48]. The catalyst is CN(C=O)C.O. The product is [F:37][CH:2]([F:1])[C:3]1[N:7]([C:8]2[N:13]=[C:12]([N:14]3[CH2:15][CH2:16][O:17][CH2:18][CH2:19]3)[N:11]=[C:10]([N:20]3[CH2:21][CH2:22][CH:23]([N:26]([CH2:45][CH2:46][CH2:47][OH:48])[S:27]([CH3:30])(=[O:29])=[O:28])[CH2:24][CH2:25]3)[N:9]=2)[C:6]2[CH:31]=[CH:32][CH:33]=[C:34]([O:35][CH3:36])[C:5]=2[N:4]=1. The yield is 0.490. (2) The reactants are [O:1]1[CH2:4][CH:3]([CH:5]=O)[CH2:2]1.[CH3:7][C:8]([S@@:11]([NH2:13])=[O:12])([CH3:10])[CH3:9]. The catalyst is ClCCl.S([O-])([O-])(=O)=O.[Cu+2]. The product is [O:1]1[CH2:4][CH:3](/[CH:5]=[N:13]/[S@:11]([C:8]([CH3:10])([CH3:9])[CH3:7])=[O:12])[CH2:2]1. The yield is 0.290. (3) The reactants are [OH:1][N:2]=[C:3](Cl)[C:4]1[CH:15]=[CH:14][C:7]2[B:8]([OH:13])[O:9][C:10]([CH3:12])([CH3:11])[C:6]=2[CH:5]=1.[Cl:17][C:18]1[CH:23]=[C:22]([C:24]([C:26]([F:29])([F:28])[F:27])=[CH2:25])[CH:21]=[C:20]([Cl:30])[C:19]=1[C:31]([F:34])([F:33])[F:32]. The catalyst is CN(C=O)C. The product is [Cl:17][C:18]1[CH:23]=[C:22]([C:24]2([C:26]([F:29])([F:27])[F:28])[O:1][N:2]=[C:3]([C:4]3[CH:15]=[CH:14][C:7]4[B:8]([OH:13])[O:9][C:10]([CH3:12])([CH3:11])[C:6]=4[CH:5]=3)[CH2:25]2)[CH:21]=[C:20]([Cl:30])[C:19]=1[C:31]([F:32])([F:33])[F:34]. The yield is 0.250. (4) The reactants are [CH2:1]1[C:6]2=[CH:7][C:8]3[CH2:9][CH2:10][CH2:11][CH2:12][C:13]=3[N:5]2[CH2:4][CH2:3][N:2]1[C:14]1[N:21]=[CH:20][CH:19]=[C:18]([C:22]2[CH:27]=[C:26]([NH:28][C:29]3[CH:34]=[CH:33][C:32]([N:35]4[CH2:40][CH2:39][N:38]([CH:41]5[CH2:44][O:43][CH2:42]5)[CH2:37][C@@H:36]4[CH3:45])=[CH:31][N:30]=3)[C:25](=[O:46])[N:24]([CH3:47])[CH:23]=2)[C:15]=1[CH:16]=[O:17].[BH4-].[Na+].CO. The catalyst is ClCCl. The product is [CH2:1]1[C:6]2=[CH:7][C:8]3[CH2:9][CH2:10][CH2:11][CH2:12][C:13]=3[N:5]2[CH2:4][CH2:3][N:2]1[C:14]1[C:15]([CH2:16][OH:17])=[C:18]([C:22]2[CH:27]=[C:26]([NH:28][C:29]3[CH:34]=[CH:33][C:32]([N:35]4[CH2:40][CH2:39][N:38]([CH:41]5[CH2:42][O:43][CH2:44]5)[CH2:37][C@@H:36]4[CH3:45])=[CH:31][N:30]=3)[C:25](=[O:46])[N:24]([CH3:47])[CH:23]=2)[CH:19]=[CH:20][N:21]=1. The yield is 0.100. (5) The reactants are C(=O)([O-])[O-].[K+].[K+].[Cl:7][C:8]1[C:17]2[C:12](=[CH:13][CH:14]=[CH:15][CH:16]=2)[C:11](=[O:18])[NH:10][N:9]=1.Br[CH2:20][CH2:21][O:22][CH3:23]. The catalyst is O. The product is [Cl:7][C:8]1[C:17]2[C:12](=[CH:13][CH:14]=[CH:15][CH:16]=2)[C:11](=[O:18])[N:10]([CH2:20][CH2:21][O:22][CH3:23])[N:9]=1. The yield is 0.706. (6) The reactants are [F:1][C:2]1[CH:3]=[C:4]([CH:6]=[C:7]([F:13])[C:8]=1[Si:9]([CH3:12])([CH3:11])[CH3:10])[NH2:5].[C:14]([O:18][C:19]([N:21]1[CH2:30][CH2:29][C:28]2[C:23](=[CH:24][CH:25]=[C:26]([O:31][CH3:32])[CH:27]=2)[CH:22]1[C:33](O)=[O:34])=[O:20])([CH3:17])([CH3:16])[CH3:15].CCN(C(C)C)C(C)C.C(P1(=O)OP(CCC)(=O)OP(CCC)(=O)O1)CC. The catalyst is CN(C1C=CN=CC=1)C.C(OCC)(=O)C.O. The product is [F:1][C:2]1[CH:3]=[C:4]([NH:5][C:33]([CH:22]2[C:23]3[C:28](=[CH:27][C:26]([O:31][CH3:32])=[CH:25][CH:24]=3)[CH2:29][CH2:30][N:21]2[C:19]([O:18][C:14]([CH3:17])([CH3:16])[CH3:15])=[O:20])=[O:34])[CH:6]=[C:7]([F:13])[C:8]=1[Si:9]([CH3:10])([CH3:12])[CH3:11]. The yield is 0.583. (7) The reactants are [CH:1]1([CH2:4][N:5]2[C:9]3[CH:10]=[CH:11][C:12]([C:14]([F:17])([F:16])[F:15])=[CH:13][C:8]=3[N:7]=[C:6]2[CH2:18][O:19][CH2:20][C:21]2([C:34]3[CH:39]=[CH:38][CH:37]=[CH:36][CH:35]=3)[CH2:26][CH2:25][N:24]([C:27](OC(C)(C)C)=O)[CH2:23][CH2:22]2)[CH2:3][CH2:2]1.C1(CN2C3C=CC(C4C=CC(C#N)=CC=4)=CC=3N=C2COCC2(C3C=CC=CC=3)CCN(C)CC2)CC1. No catalyst specified. The product is [CH:1]1([CH2:4][N:5]2[C:9]3[CH:10]=[CH:11][C:12]([C:14]([F:15])([F:17])[F:16])=[CH:13][C:8]=3[N:7]=[C:6]2[CH2:18][O:19][CH2:20][C:21]2([C:34]3[CH:39]=[CH:38][CH:37]=[CH:36][CH:35]=3)[CH2:26][CH2:25][N:24]([CH3:27])[CH2:23][CH2:22]2)[CH2:3][CH2:2]1. The yield is 0.310.